This data is from Peptide-MHC class II binding affinity with 134,281 pairs from IEDB. The task is: Regression. Given a peptide amino acid sequence and an MHC pseudo amino acid sequence, predict their binding affinity value. This is MHC class II binding data. (1) The peptide sequence is AQLGYTIRQLERLLQ. The MHC is DRB1_1602 with pseudo-sequence DRB1_1602. The binding affinity (normalized) is 0.459. (2) The peptide sequence is PAADKFKTFEAAFTS. The MHC is DRB1_0802 with pseudo-sequence DRB1_0802. The binding affinity (normalized) is 0.223. (3) The binding affinity (normalized) is 0.366. The MHC is DRB5_0101 with pseudo-sequence DRB5_0101. The peptide sequence is YAHAAHAAHAAHAAHAA. (4) The peptide sequence is YPKFLANVSTVLTGK. The MHC is DRB1_0701 with pseudo-sequence DRB1_0701. The binding affinity (normalized) is 0.670. (5) The peptide sequence is SERPAIVPPADKYRT. The MHC is DRB1_1602 with pseudo-sequence DRB1_1602. The binding affinity (normalized) is 0.370. (6) The peptide sequence is GARRSGDVLWDIPTP. The MHC is HLA-DQA10303-DQB10402 with pseudo-sequence HLA-DQA10303-DQB10402. The binding affinity (normalized) is 0.292. (7) The peptide sequence is IGGWLLLEPWISPSV. The MHC is DRB1_0101 with pseudo-sequence DRB1_0101. The binding affinity (normalized) is 1.00.